Dataset: Full USPTO retrosynthesis dataset with 1.9M reactions from patents (1976-2016). Task: Predict the reactants needed to synthesize the given product. (1) Given the product [CH3:11][C:10]1[C:2]2[NH:1][C:17](=[O:18])[O:5][C:4](=[O:6])[C:3]=2[CH:7]=[C:8]([N:12]2[CH:16]=[N:15][CH:14]=[N:13]2)[CH:9]=1, predict the reactants needed to synthesize it. The reactants are: [NH2:1][C:2]1[C:10]([CH3:11])=[CH:9][C:8]([N:12]2[CH:16]=[N:15][CH:14]=[N:13]2)=[CH:7][C:3]=1[C:4]([OH:6])=[O:5].[C:17](Cl)(Cl)=[O:18]. (2) Given the product [ClH:23].[N:1]12[CH2:6][CH2:5][CH:4]([CH2:7][CH2:8]1)[CH:3]([O:9][C:10]1[CH:15]=[CH:14][C:13]([NH:16][C:17]3[CH:22]=[CH:21][CH:20]=[CH:19][CH:18]=3)=[CH:12][CH:11]=1)[CH2:2]2, predict the reactants needed to synthesize it. The reactants are: [N:1]12[CH2:8][CH2:7][CH:4]([CH2:5][CH2:6]1)[CH:3]([O:9][C:10]1[CH:15]=[CH:14][C:13]([NH:16][C:17]3[CH:22]=[CH:21][CH:20]=[CH:19][CH:18]=3)=[CH:12][CH:11]=1)[CH2:2]2.[ClH:23].O1CCOCC1. (3) Given the product [NH:7]1[C:8]2[C:13](=[CH:12][CH:11]=[CH:10][CH:9]=2)[C:5]([C:3](=[O:4])[CH:2]([NH:24][C:23]2[CH:25]=[CH:26][CH:27]=[CH:28][C:22]=2[O:21][CH3:20])[C:14]2[CH:19]=[CH:18][CH:17]=[CH:16][CH:15]=2)=[CH:6]1, predict the reactants needed to synthesize it. The reactants are: Cl[CH:2]([C:14]1[CH:19]=[CH:18][CH:17]=[CH:16][CH:15]=1)[C:3]([C:5]1[C:13]2[C:8](=[CH:9][CH:10]=[CH:11][CH:12]=2)[NH:7][CH:6]=1)=[O:4].[CH3:20][O:21][C:22]1[CH:28]=[CH:27][CH:26]=[CH:25][C:23]=1[NH2:24].CCN(C(C)C)C(C)C. (4) The reactants are: C1(P(N=[N+]=[N-])(C2C=CC=CC=2)=[O:8])C=CC=CC=1.C([N:20]([CH2:23]C)CC)C.[CH2:25]([C@:32]1([CH2:38]C(O)=O)[CH2:36][CH2:35][C@@H:34]([CH3:37])[CH2:33]1)[C:26]1[CH:31]=[CH:30][CH:29]=[CH:28][CH:27]=1. Given the product [N:20]([CH2:38][C@@:32]1([CH2:25][C:26]2[CH:27]=[CH:28][CH:29]=[CH:30][CH:31]=2)[CH2:36][CH2:35][C@@H:34]([CH3:37])[CH2:33]1)=[C:23]=[O:8], predict the reactants needed to synthesize it.